This data is from Forward reaction prediction with 1.9M reactions from USPTO patents (1976-2016). The task is: Predict the product of the given reaction. (1) Given the reactants [H-].[Al+3].[Li+].[H-].[H-].[H-].[CH:7]1([S:12][C:13]2[CH:14]=[C:15]([C:19]([F:32])([F:31])[CH2:20][O:21][C:22]3[CH:27]=[CH:26][C:25]([CH2:28][C:29]#[N:30])=[CH:24][CH:23]=3)[CH:16]=[CH:17][CH:18]=2)[CH2:11][CH2:10][CH2:9][CH2:8]1, predict the reaction product. The product is: [CH:7]1([S:12][C:13]2[CH:14]=[C:15]([C:19]([F:32])([F:31])[CH2:20][O:21][C:22]3[CH:23]=[CH:24][C:25]([CH2:28][CH2:29][NH2:30])=[CH:26][CH:27]=3)[CH:16]=[CH:17][CH:18]=2)[CH2:8][CH2:9][CH2:10][CH2:11]1. (2) Given the reactants [CH:1]([S:4][C:5]1[N:10]=[C:9]([CH2:11][OH:12])[CH:8]=[CH:7][N:6]=1)([CH3:3])[CH3:2].[CH2:13]([O:15][C:16](=[O:28])[CH2:17][CH2:18][C:19]1[CH:24]=[C:23]([F:25])[C:22](O)=[C:21]([F:27])[CH:20]=1)[CH3:14].C1(P(C2C=CC=CC=2)C2C=CC=CC=2)C=CC=CC=1.N(C(OC(C)C)=O)=NC(OC(C)C)=O, predict the reaction product. The product is: [CH2:13]([O:15][C:16](=[O:28])[CH2:17][CH2:18][C:19]1[CH:24]=[C:23]([F:25])[C:22]([O:12][CH2:11][C:9]2[CH:8]=[CH:7][N:6]=[C:5]([S:4][CH:1]([CH3:3])[CH3:2])[N:10]=2)=[C:21]([F:27])[CH:20]=1)[CH3:14]. (3) Given the reactants C[Si]([N-][Si](C)(C)C)(C)C.[Li+].F[C:12]1[CH:17]=[C:16]([O:18][CH3:19])[CH:15]=[CH:14][C:13]=1[C:20]1[NH:29][C:28](=[O:30])[C:27]2[C:22](=[CH:23][C:24]([O:33][CH3:34])=[CH:25][C:26]=2[O:31][CH3:32])[N:21]=1.[N:35]1([CH2:40][CH2:41][CH2:42][NH2:43])[CH2:39][CH2:38][CH2:37][CH2:36]1, predict the reaction product. The product is: [CH3:32][O:31][C:26]1[CH:25]=[C:24]([O:33][CH3:34])[CH:23]=[C:22]2[C:27]=1[C:28](=[O:30])[NH:29][C:20]([C:13]1[CH:14]=[CH:15][C:16]([O:18][CH3:19])=[CH:17][C:12]=1[NH:43][CH2:42][CH2:41][CH2:40][N:35]1[CH2:39][CH2:38][CH2:37][CH2:36]1)=[N:21]2. (4) Given the reactants Br[C:2]1[C:3]2[N:4]([C:9]([C:19]3[CH:24]=[CH:23][N:22]=[C:21]([NH2:25])[N:20]=3)=[C:10]([C:12]3[CH:17]=[CH:16][CH:15]=[C:14]([CH3:18])[N:13]=3)[N:11]=2)[CH:5]=[C:6]([CH3:8])[CH:7]=1.[N:26]1[CH:31]=[CH:30][CH:29]=[C:28]([CH2:32][CH2:33][NH2:34])[CH:27]=1.CC([O-])(C)C.[Na+].C1(P(C2CCCCC2)C2C=CC=CC=2C2C=CC=CC=2N(C)C)CCCCC1, predict the reaction product. The product is: [NH2:25][C:21]1[N:20]=[C:19]([C:9]2[N:4]3[CH:5]=[C:6]([CH3:8])[CH:7]=[C:2]([NH:34][CH2:33][CH2:32][C:28]4[CH:27]=[N:26][CH:31]=[CH:30][CH:29]=4)[C:3]3=[N:11][C:10]=2[C:12]2[CH:17]=[CH:16][CH:15]=[C:14]([CH3:18])[N:13]=2)[CH:24]=[CH:23][N:22]=1. (5) Given the reactants [F:1][C:2]([F:12])([F:11])[S:3][C:4]1[CH:5]=[C:6]([CH:8]=[CH:9][CH:10]=1)[NH2:7].C([O:20][CH2:21][CH3:22])(OCC)OCC.[N+:23]([CH2:26]C(OCC)=O)([O-])=O.[C:32](O)(=O)C, predict the reaction product. The product is: [F:12][C:2]([S:3][C:4]1[CH:5]=[C:6]([N:7]2[CH:32]=[C:22]([CH2:21][OH:20])[N:23]=[CH:26]2)[CH:8]=[CH:9][CH:10]=1)([F:11])[F:1]. (6) Given the reactants [N:1]1[CH:6]=[CH:5][C:4]([CH:7]([CH:19]2[CH2:24][CH2:23][NH:22][CH2:21][CH2:20]2)[O:8][C:9]([NH:11][C:12]2[C:13]([NH2:18])=[CH:14][CH:15]=[CH:16][CH:17]=2)=[O:10])=[CH:3][CH:2]=1.[Cl:25][C:26]1[O:30][C:29]([C:31](O)=[O:32])=[CH:28][CH:27]=1, predict the reaction product. The product is: [ClH:25].[Cl:25][C:26]1[O:30][C:29]([C:31]([NH:18][C:13]2[C:12]([NH:11][C:9]([O:8][CH:7]([CH:19]3[CH2:24][CH2:23][NH:22][CH2:21][CH2:20]3)[C:4]3[CH:5]=[CH:6][N:1]=[CH:2][CH:3]=3)=[O:10])=[CH:17][CH:16]=[CH:15][CH:14]=2)=[O:32])=[CH:28][CH:27]=1. (7) Given the reactants [NH:1]1[CH:5]=[CH:4][C:3]([C:6](Cl)=[O:7])=[N:2]1.[CH3:9][O:10][C:11](=[O:19])[C:12]1[CH:17]=[CH:16][C:15]([NH2:18])=[CH:14][CH:13]=1, predict the reaction product. The product is: [CH3:9][O:10][C:11](=[O:19])[C:12]1[CH:17]=[CH:16][C:15]([NH:18][C:6]([C:3]2[CH:4]=[CH:5][NH:1][N:2]=2)=[O:7])=[CH:14][CH:13]=1.